Dataset: Catalyst prediction with 721,799 reactions and 888 catalyst types from USPTO. Task: Predict which catalyst facilitates the given reaction. (1) Reactant: OO.[C:3]([O:22][CH:23]1[CH2:28][C:27]([CH3:30])([CH3:29])[N:26]([OH:31])[C:25]([CH3:33])([CH3:32])[CH2:24]1)(=[O:21])[CH2:4][CH2:5][CH2:6][CH2:7][CH2:8][CH2:9][CH2:10][CH2:11][CH2:12][CH2:13][CH2:14][CH2:15][CH2:16][CH2:17][CH2:18][CH2:19][CH3:20].S([O-])([O-])=O.[Na+].[Na+].[OH:40][C:41]([CH3:75])([CH3:74])[CH2:42][O:43][N:44]1[C:49]([CH3:51])([CH3:50])[CH2:48][CH:47]([O:52][C:53](=[O:71])[CH2:54][CH2:55][CH2:56][CH2:57][CH2:58][CH2:59][CH2:60][CH2:61][CH2:62][CH2:63][CH2:64][CH2:65][CH2:66][CH2:67][CH2:68][CH2:69][CH3:70])[CH2:46][C:45]1([CH3:73])[CH3:72]. Product: [C:3]([O:22][CH:23]1[CH2:28][C:27]([CH3:30])([CH3:29])[N:26]([O:31][CH2:75][C:41]([CH3:74])([OH:40])[CH2:42][O:43][N:44]2[C:49]([CH3:50])([CH3:51])[CH2:48][CH:47]([O:52][C:53](=[O:71])[CH2:54][CH2:55][CH2:56][CH2:57][CH2:58][CH2:59][CH2:60][CH2:61][CH2:62][CH2:63][CH2:64][CH2:65][CH2:66][CH2:67][CH2:68][CH2:69][CH3:70])[CH2:46][C:45]2([CH3:73])[CH3:72])[C:25]([CH3:32])([CH3:33])[CH2:24]1)(=[O:21])[CH2:4][CH2:5][CH2:6][CH2:7][CH2:8][CH2:9][CH2:10][CH2:11][CH2:12][CH2:13][CH2:14][CH2:15][CH2:16][CH2:17][CH2:18][CH2:19][CH3:20]. The catalyst class is: 107. (2) Reactant: Br[C:2]1[CH:11]=[CH:10][C:5]2[N:6]([CH3:9])[CH:7]=[N:8][C:4]=2[CH:3]=1.C([O-])(=O)C.[K+].[CH3:17][C:18]1([CH3:34])[C:22]([CH3:24])([CH3:23])[O:21][B:20]([B:20]2[O:21][C:22]([CH3:24])([CH3:23])[C:18]([CH3:34])([CH3:17])[O:19]2)[O:19]1. Product: [CH3:9][N:6]1[C:5]2[CH:10]=[CH:11][C:2]([B:20]3[O:21][C:22]([CH3:24])([CH3:23])[C:18]([CH3:34])([CH3:17])[O:19]3)=[CH:3][C:4]=2[N:8]=[CH:7]1. The catalyst class is: 12. (3) Reactant: [I:1][C:2]1[C:10]2[C:5](=[CH:6][CH:7]=[CH:8][C:9]=2[N+:11]([O-:13])=[O:12])[NH:4][N:3]=1.Br[CH2:15][C:16]1[CH:21]=[CH:20][CH:19]=[C:18]([CH3:22])[N:17]=1.C(=O)([O-])[O-].[K+].[K+]. Product: [I:1][C:2]1[C:10]2[C:5](=[CH:6][CH:7]=[CH:8][C:9]=2[N+:11]([O-:13])=[O:12])[N:4]([CH2:15][C:16]2[CH:21]=[CH:20][CH:19]=[C:18]([CH3:22])[N:17]=2)[N:3]=1. The catalyst class is: 35.